Dataset: Reaction yield outcomes from USPTO patents with 853,638 reactions. Task: Predict the reaction yield, written as a fraction of the theoretical maximum amount of product (1.0 means a 100% yield; for example, 0.34 means a 34% yield). (1) The reactants are C[O:2][C:3](=O)[C:4]1[C:5](=[C:10]([F:14])[CH:11]=[CH:12][CH:13]=1)[C:6](OC)=[O:7].[OH-].[Na+]. The catalyst is C1COCC1.[Cl-].[Na+].O. The product is [F:14][C:10]1[CH:11]=[CH:12][CH:13]=[C:4]([CH2:3][OH:2])[C:5]=1[CH2:6][OH:7]. The yield is 0.700. (2) The reactants are [CH3:1][O:2][C:3]1[C:4]([CH3:10])=[C:5]([CH:7]=[CH:8][CH:9]=1)[NH2:6].[CH2:11]([O:13][C:14](=N)[CH2:15][C:16]([O:18][CH2:19][CH3:20])=[O:17])[CH3:12]. The catalyst is CCO. The product is [CH2:19]([O:18][C:16](=[O:17])[CH2:15][C:14]([O:13][CH2:11][CH3:12])=[N:6][C:5]1[CH:7]=[CH:8][CH:9]=[C:3]([O:2][CH3:1])[C:4]=1[CH3:10])[CH3:20]. The yield is 0.880. (3) The reactants are [OH-].[K+].C(O)C.C([O:8][C:9](=[O:32])[C:10]([N:16]([CH3:31])[C:17]([C:19]1[CH:24]=[CH:23][C:22]([C:25]2[CH:30]=[CH:29][CH:28]=[CH:27][CH:26]=2)=[CH:21][CH:20]=1)=[O:18])([CH3:15])[C:11]([NH:13][CH3:14])=[O:12])C.S([O-])(O)(=O)=O.[K+]. The catalyst is O.C1COCC1. The product is [C:9]([C:10]([N:16]([CH3:31])[C:17]([C:19]1[CH:20]=[CH:21][C:22]([C:25]2[CH:30]=[CH:29][CH:28]=[CH:27][CH:26]=2)=[CH:23][CH:24]=1)=[O:18])([CH3:15])[C:11]([NH:13][CH3:14])=[O:12])([OH:32])=[O:8]. The yield is 0.820. (4) The reactants are Br[C:2]1[N:3]=[CH:4][N:5]([C:7]([C:20]2[CH:25]=[CH:24][CH:23]=[CH:22][CH:21]=2)([C:14]2[CH:19]=[CH:18][CH:17]=[CH:16][CH:15]=2)[C:8]2[CH:13]=[CH:12][CH:11]=[CH:10][CH:9]=2)[CH:6]=1.[C:26]([C:28]1[CH:29]=[C:30](B(O)O)[CH:31]=[CH:32][CH:33]=1)#[N:27].COCCOC.C(=O)([O-])[O-].[Na+].[Na+]. The catalyst is ClCCl.C1C=CC([P]([Pd]([P](C2C=CC=CC=2)(C2C=CC=CC=2)C2C=CC=CC=2)([P](C2C=CC=CC=2)(C2C=CC=CC=2)C2C=CC=CC=2)[P](C2C=CC=CC=2)(C2C=CC=CC=2)C2C=CC=CC=2)(C2C=CC=CC=2)C2C=CC=CC=2)=CC=1. The product is [C:26]([C:28]1[CH:33]=[C:32]([C:2]2[N:3]=[CH:4][N:5]([C:7]([C:8]3[CH:9]=[CH:10][CH:11]=[CH:12][CH:13]=3)([C:14]3[CH:19]=[CH:18][CH:17]=[CH:16][CH:15]=3)[C:20]3[CH:21]=[CH:22][CH:23]=[CH:24][CH:25]=3)[CH:6]=2)[CH:31]=[CH:30][CH:29]=1)#[N:27]. The yield is 0.340.